From a dataset of Catalyst prediction with 721,799 reactions and 888 catalyst types from USPTO. Predict which catalyst facilitates the given reaction. (1) Reactant: [F:1][C:2]([F:11])([F:10])[C:3]1[CH:8]=[CH:7][N:6]=[C:5]([OH:9])[N:4]=1.[N:12]1([C:18](Cl)=[O:19])[CH2:17][CH2:16][O:15][CH2:14][CH2:13]1.N12CCN(CC1)CC2.O. Product: [F:11][C:2]([F:1])([F:10])[C:3]1[CH:8]=[CH:7][N:6]=[C:5]([O:9][C:18]([N:12]2[CH2:17][CH2:16][O:15][CH2:14][CH2:13]2)=[O:19])[N:4]=1. The catalyst class is: 391. (2) Reactant: [H-].[H-].[H-].[H-].[Li+].[Al+3].[CH2:7]([N:14]1[CH2:19][CH2:18][N:17]([C:20]2[N:30]=[CH:29][CH:28]=[CH:27][C:21]=2[C:22](OCC)=[O:23])[CH2:16][CH2:15]1)[C:8]1[CH:13]=[CH:12][CH:11]=[CH:10][CH:9]=1.[OH-].[K+]. Product: [CH2:7]([N:14]1[CH2:15][CH2:16][N:17]([C:20]2[C:21]([CH2:22][OH:23])=[CH:27][CH:28]=[CH:29][N:30]=2)[CH2:18][CH2:19]1)[C:8]1[CH:9]=[CH:10][CH:11]=[CH:12][CH:13]=1. The catalyst class is: 1. (3) Reactant: [OH-].[Na+].C([O:5][C:6](=[O:18])[CH2:7][CH:8]1[CH2:13][CH2:12][N:11]([C:14]([CH3:17])([CH3:16])[CH3:15])[CH2:10][CH2:9]1)C.Cl. Product: [C:14]([N:11]1[CH2:10][CH2:9][CH:8]([CH2:7][C:6]([OH:18])=[O:5])[CH2:13][CH2:12]1)([CH3:17])([CH3:15])[CH3:16]. The catalyst class is: 97. (4) Reactant: [C:1]([C:3]1[CH:21]=[CH:20][C:6]([C:7]([NH:9][C:10]2[CH:15]=[CH:14][C:13]([C:16]([F:19])([F:18])[F:17])=[CH:12][CH:11]=2)=[O:8])=[CH:5][C:4]=1[CH3:22])#[N:2].[H-].[Na+].[CH3:25]I. Product: [C:1]([C:3]1[CH:21]=[CH:20][C:6]([C:7]([N:9]([CH3:25])[C:10]2[CH:15]=[CH:14][C:13]([C:16]([F:18])([F:17])[F:19])=[CH:12][CH:11]=2)=[O:8])=[CH:5][C:4]=1[CH3:22])#[N:2]. The catalyst class is: 3. (5) The catalyst class is: 2. Product: [F:4][C:3]([F:6])([F:5])[C:1]([OH:7])=[O:2].[NH2:14][C@@H:15]([C:25]1[CH:30]=[CH:29][C:28]([O:31][CH2:32][CH2:33][C@H:34]([CH:36]2[CH2:41][CH2:40][N:39]([C:42]3[O:46][N:45]=[C:44]([CH:47]([CH3:49])[CH3:48])[N:43]=3)[CH2:38][CH2:37]2)[CH3:35])=[CH:27][C:26]=1[CH3:50])[C:16]([N:18]1[CH2:22][CH2:21][CH2:20][C@H:19]1[C:23]#[N:24])=[O:17]. Reactant: [C:1]([OH:7])([C:3]([F:6])([F:5])[F:4])=[O:2].C(OC(=O)[NH:14][C@@H:15]([C:25]1[CH:30]=[CH:29][C:28]([O:31][CH2:32][CH2:33][C@H:34]([CH:36]2[CH2:41][CH2:40][N:39]([C:42]3[O:46][N:45]=[C:44]([CH:47]([CH3:49])[CH3:48])[N:43]=3)[CH2:38][CH2:37]2)[CH3:35])=[CH:27][C:26]=1[CH3:50])[C:16]([N:18]1[CH2:22][CH2:21][CH2:20][C@H:19]1[C:23]#[N:24])=[O:17])(C)(C)C. (6) Reactant: [C:1]([O:5][C:6]([NH:8][C@@H:9]1[CH2:12][C@H:11]([C:13]([OH:15])=[O:14])[C:10]1([CH3:17])[CH3:16])=[O:7])([CH3:4])([CH3:3])[CH3:2].C([O-])([O-])=O.[Cs+].[Cs+].[CH:24]1[CH:29]=[CH:28][C:27]([CH2:30]Br)=[CH:26][CH:25]=1. Product: [C:1]([O:5][C:6]([NH:8][C@@H:9]1[CH2:12][C@H:11]([C:13]([O:15][CH2:30][C:27]2[CH:28]=[CH:29][CH:24]=[CH:25][CH:26]=2)=[O:14])[C:10]1([CH3:17])[CH3:16])=[O:7])([CH3:4])([CH3:2])[CH3:3]. The catalyst class is: 31.